This data is from Forward reaction prediction with 1.9M reactions from USPTO patents (1976-2016). The task is: Predict the product of the given reaction. Given the reactants Br[CH2:2][C:3]([O:8][CH3:9])([O:6][CH3:7])[CH2:4]Br.CC(C)([O-:13])C.[Na+].[F:16][C:17]([F:29])([F:28])[O:18][C:19]1[CH:20]=[C:21]([CH2:25][C:26]#[N:27])[CH:22]=[CH:23][CH:24]=1, predict the reaction product. The product is: [CH3:7][O:6][C:3]1([O:8][CH3:9])[CH2:4][C:25]([C:21]2[CH:22]=[CH:23][CH:24]=[C:19]([O:18][C:17]([F:28])([F:29])[F:16])[CH:20]=2)([C:26]([NH2:27])=[O:13])[CH2:2]1.